This data is from Forward reaction prediction with 1.9M reactions from USPTO patents (1976-2016). The task is: Predict the product of the given reaction. (1) Given the reactants [C:1]([O:5][C:6](=[O:48])[N:7]([CH2:37][C:38]1[CH:43]=[CH:42][CH:41]=[C:40]([C:44]([CH3:47])([CH3:46])[CH3:45])[CH:39]=1)[C@@H:8]1[C@@H:13]([OH:14])[C@H:12]([CH2:15][C:16]2[CH:21]=[CH:20][C:19]([NH:22]/[C:23](/[SH:34])=[CH:24]/[C:25]([C:27]3[CH:32]=[CH:31][C:30]([F:33])=[CH:29][CH:28]=3)=[O:26])=[CH:18][CH:17]=2)[CH2:11][S:10](=[O:36])(=[O:35])[CH2:9]1)([CH3:4])([CH3:3])[CH3:2].[CH3:49]I.[NH4+].[Cl-], predict the reaction product. The product is: [C:1]([O:5][C:6](=[O:48])[N:7]([CH2:37][C:38]1[CH:43]=[CH:42][CH:41]=[C:40]([C:44]([CH3:47])([CH3:46])[CH3:45])[CH:39]=1)[C@@H:8]1[C@@H:13]([OH:14])[C@H:12]([CH2:15][C:16]2[CH:21]=[CH:20][C:19]([NH:22]/[C:23](/[S:34][CH3:49])=[CH:24]/[C:25]([C:27]3[CH:32]=[CH:31][C:30]([F:33])=[CH:29][CH:28]=3)=[O:26])=[CH:18][CH:17]=2)[CH2:11][S:10](=[O:36])(=[O:35])[CH2:9]1)([CH3:3])([CH3:4])[CH3:2]. (2) Given the reactants [Br:1][C:2]1[CH:15]=[C:14]2[C:5]([O:6][C:7]3[C:8]([F:24])=[CH:9][C:10]([O:22][CH3:23])=[CH:11][C:12]=3[C@@:13]32[CH2:20][CH2:19][S:18][C:17]([NH2:21])=[N:16]3)=[CH:4][CH:3]=1.[C:25](=[O:28])(O)[O-:26].[Na+], predict the reaction product. The product is: [Br:1][C:2]1[CH:15]=[C:14]2[C:5]([O:6][C:7]3[C:8]([F:24])=[CH:9][C:10]([O:22][CH3:23])=[CH:11][C:12]=3[C@@:13]32[CH2:20][CH2:19][S:18][C:17]([NH:21][C:25](=[O:28])[O:26][C:12]([CH3:13])([CH3:11])[CH3:7])=[N:16]3)=[CH:4][CH:3]=1. (3) The product is: [ClH:1].[ClH:1].[N:2]1[CH:3]=[CH:4][C:5]([N:8]2[CH2:25][CH2:24][C:11]3([CH2:16][CH2:15][NH:14][CH2:13][CH2:12]3)[CH2:10][CH2:9]2)=[CH:6][CH:7]=1. Given the reactants [ClH:1].[N:2]1[CH:7]=[CH:6][C:5]([N:8]2[CH2:25][CH2:24][C:11]3([CH2:16][CH2:15][N:14](C(OC(C)(C)C)=O)[CH2:13][CH2:12]3)[CH2:10][CH2:9]2)=[CH:4][CH:3]=1, predict the reaction product. (4) The product is: [CH2:19]([O:21][CH:22]([O:31][CH2:32][CH3:33])[C:23]1[CH:30]=[CH:29][C:26]([CH:27]2[C:34](=[O:35])[C:41]3[C:40]([C:39]([O:43][CH3:44])=[O:42])=[CH:13][CH:14]=[CH:10][C:9]=3[NH:8][CH:1]2[C:2]2[CH:3]=[CH:4][CH:5]=[CH:6][CH:7]=2)=[CH:25][CH:24]=1)[CH3:20].[CH2:19]([O:21][CH:22]([O:31][CH2:32][CH3:33])[C:23]1[CH:30]=[CH:29][C:26]([CH:27]2[C:11](=[O:12])[C:10]3[C:40]([C:39]([O:43][CH2:44][CH3:45])=[O:42])=[CH:41][CH:16]=[CH:17][C:9]=3[NH:8][CH:1]2[C:2]2[CH:3]=[CH:4][CH:5]=[CH:6][CH:7]=2)=[CH:25][CH:24]=1)[CH3:20]. Given the reactants [CH:1](=[N:8]/[C:9]1[CH:17]=[CH:16]C=[C:14]2[C:10]=1[CH2:11][O:12][C:13]2=O)\[C:2]1[CH:7]=[CH:6][CH:5]=[CH:4][CH:3]=1.[CH2:19]([O:21][CH:22]([O:31][CH2:32][CH3:33])[C:23]1[CH:30]=[CH:29][C:26]([CH:27]=O)=[CH:25][CH:24]=1)[CH3:20].[CH3:34][O-:35].[Na+].CO.[C:39]([O:43][CH2:44][CH3:45])(=[O:42])[CH2:40][CH3:41], predict the reaction product. (5) The product is: [C:1]([C:5]1[C:10]([C:11]([NH:13][CH2:14][CH:15]2[CH2:20][CH2:19][CH2:18][CH2:17][CH2:16]2)=[O:12])=[CH:9][N:8]=[C:7]([NH:26][C:25]2[CH:27]=[CH:28][CH:29]=[C:23]([Cl:22])[CH:24]=2)[CH:6]=1)([CH3:4])([CH3:3])[CH3:2]. Given the reactants [C:1]([C:5]1[C:10]([C:11]([NH:13][CH2:14][CH:15]2[CH2:20][CH2:19][CH2:18][CH2:17][CH2:16]2)=[O:12])=[CH:9][N:8]=[C:7](Cl)[CH:6]=1)([CH3:4])([CH3:3])[CH3:2].[Cl:22][C:23]1[CH:24]=[C:25]([CH:27]=[CH:28][CH:29]=1)[NH2:26].CS(O)(=O)=O, predict the reaction product. (6) Given the reactants Cl.[CH2:2]([O:4][C:5]1[CH:17]=[CH:16][CH:15]=[CH:14][C:6]=1[O:7][CH:8]1[CH2:13][CH2:12][CH2:11][NH:10][CH2:9]1)[CH3:3].[C:18]([OH:27])(=[O:26])[C@H:19]([C@@H:21]([C:23]([OH:25])=[O:24])[OH:22])[OH:20], predict the reaction product. The product is: [C:23]([C@H:21]([C@@H:19]([C:18]([OH:27])=[O:26])[OH:20])[OH:22])([OH:25])=[O:24].[CH2:2]([O:4][C:5]1[CH:17]=[CH:16][CH:15]=[CH:14][C:6]=1[O:7][C@@H:8]1[CH2:13][CH2:12][CH2:11][NH:10][CH2:9]1)[CH3:3].